This data is from Human liver microsome stability data. The task is: Regression/Classification. Given a drug SMILES string, predict its absorption, distribution, metabolism, or excretion properties. Task type varies by dataset: regression for continuous measurements (e.g., permeability, clearance, half-life) or binary classification for categorical outcomes (e.g., BBB penetration, CYP inhibition). Dataset: hlm. The drug is CC[C@H]1OC(=O)[C@H](C)[C@@H](O[C@H]2C[C@@](C)(OC)[C@@H](O)[C@H](C)O2)[C@H](C)[C@@H](O[C@@H]2O[C@H](C)C[C@H](N(C)C)[C@H]2O)[C@](C)(O)C[C@@H](C)CN(CCCN(CCC#N)C(=S)NCCc2ccccc2)[C@H](C)[C@@H](O)[C@]1(C)O. The result is 0 (unstable in human liver microsomes).